This data is from CYP2C9 inhibition data for predicting drug metabolism from PubChem BioAssay. The task is: Regression/Classification. Given a drug SMILES string, predict its absorption, distribution, metabolism, or excretion properties. Task type varies by dataset: regression for continuous measurements (e.g., permeability, clearance, half-life) or binary classification for categorical outcomes (e.g., BBB penetration, CYP inhibition). Dataset: cyp2c9_veith. (1) The compound is COCC(=O)N1CCC2(CC1)CCN(C(=O)Nc1ccc(OC)cc1)CC2. The result is 0 (non-inhibitor). (2) The compound is CCn1nc(C)c(NC(=O)/C=C/c2cnn(C)c2C)c1C. The result is 0 (non-inhibitor). (3) The compound is O=C(NCC1CCCO1)C1CC(=O)N(C2CCCCCC2)C1. The result is 0 (non-inhibitor). (4) The molecule is Cc1ccc(NCC(=O)N/N=C/c2ccc(OC(=O)c3ccco3)cc2)cc1. The result is 1 (inhibitor). (5) The molecule is CCCCNc1c(C(=O)OCC)c(C)nc2c1cnn2CC. The result is 0 (non-inhibitor).